From a dataset of Forward reaction prediction with 1.9M reactions from USPTO patents (1976-2016). Predict the product of the given reaction. (1) Given the reactants C[O:2][C:3]1[CH:8]=[CH:7][CH:6]=[C:5](OC2C=CC=CC=2)[C:4]=1[C:16]([C:18]1[C:23]([O:24]C2C=CC=CC=2)=[CH:22][CH:21]=[CH:20][C:19]=1[O:31]C)=O.[Al+3].[Cl-].[Cl-].[Cl-].Cl, predict the reaction product. The product is: [C:19]1([OH:31])[C:18]2[C:16]3([C:4]4[C:3]([OH:2])=[CH:8][CH:7]=[CH:6][C:5]=4[O:2][C:3]4[C:4]3=[CH:5][CH:6]=[CH:7][CH:8]=4)[C:19]3[C:20](=[CH:21][CH:22]=[CH:23][CH:18]=3)[O:24][C:23]=2[CH:22]=[CH:21][CH:20]=1. (2) Given the reactants [CH3:1][Mg]Cl.[C:4]([C:7]1[CH:12]=[CH:11][C:10]([CH2:13][CH2:14][C:15]#[N:16])=[CH:9][CH:8]=1)(=[O:6])[CH3:5], predict the reaction product. The product is: [OH:6][C:4]([C:7]1[CH:12]=[CH:11][C:10]([CH2:13][CH2:14][C:15]#[N:16])=[CH:9][CH:8]=1)([CH3:1])[CH3:5]. (3) Given the reactants Cl[C:2]1[N:3]=[C:4]([N:13]2[CH2:18][CH2:17][N:16]([C:19](=[O:27])[CH2:20][C:21]3[CH:26]=[CH:25][CH:24]=[CH:23][CH:22]=3)[CH2:15][CH2:14]2)[C:5]2[CH:10]=[C:9]([CH2:11][CH3:12])[S:8][C:6]=2[N:7]=1.[CH2:28]([NH2:34])[C:29]1[O:33][CH:32]=[CH:31][CH:30]=1, predict the reaction product. The product is: [CH2:11]([C:9]1[S:8][C:6]2[N:7]=[C:2]([NH:34][CH2:28][C:29]3[O:33][CH:32]=[CH:31][CH:30]=3)[N:3]=[C:4]([N:13]3[CH2:18][CH2:17][N:16]([C:19](=[O:27])[CH2:20][C:21]4[CH:26]=[CH:25][CH:24]=[CH:23][CH:22]=4)[CH2:15][CH2:14]3)[C:5]=2[CH:10]=1)[CH3:12]. (4) Given the reactants [CH2:1]=[CH:2][CH:3]=[CH2:4].[CH2:5]=[CH:6][C:7]1[CH:12]=[CH:11][CH:10]=[CH:9][CH:8]=1, predict the reaction product. The product is: [CH2:5]=[CH:6][C:7]1[CH:12]=[CH:11][CH:10]=[CH:9][CH:8]=1.[CH2:1]=[CH:2][CH:3]=[CH2:4].[CH2:1]=[CH:2][C:3]1[CH:8]=[CH:7][CH:6]=[CH:5][CH:4]=1.